Dataset: Reaction yield outcomes from USPTO patents with 853,638 reactions. Task: Predict the reaction yield, written as a fraction of the theoretical maximum amount of product (1.0 means a 100% yield; for example, 0.34 means a 34% yield). (1) The reactants are [F:1][C:2]1[CH:7]=[CH:6][C:5]([C:8]([C:10]([C:12]2[CH:17]=[CH:16][C:15]([F:18])=[CH:14][CH:13]=2)=O)=O)=[CH:4][CH:3]=1.[NH2:19][CH2:20][CH:21]([NH2:23])[CH3:22]. The catalyst is C(O)C. The product is [F:1][C:2]1[CH:7]=[CH:6][C:5]([C:8]2[C:10]([C:12]3[CH:17]=[CH:16][C:15]([F:18])=[CH:14][CH:13]=3)=[N:23][CH:21]([CH3:22])[CH2:20][N:19]=2)=[CH:4][CH:3]=1. The yield is 0.860. (2) The reactants are [CH:1]1([C:4]2[CH:11]=[CH:10][C:7]([CH:8]=[O:9])=[CH:6][CH:5]=2)[CH2:3][CH2:2]1.Br[C:13]1C=CC(C2CCC2)=CC=1.[Li]CCCC.CCCCCC.CN(C=O)C. The product is [CH:1]1([C:4]2[CH:5]=[CH:6][C:7]([CH:8]=[O:9])=[CH:10][CH:11]=2)[CH2:3][CH2:2][CH2:13]1. No catalyst specified. The yield is 0.670.